This data is from Reaction yield outcomes from USPTO patents with 853,638 reactions. The task is: Predict the reaction yield, written as a fraction of the theoretical maximum amount of product (1.0 means a 100% yield; for example, 0.34 means a 34% yield). (1) The yield is 0.150. The product is [CH3:1][O:2][C:3]1[CH:8]=[CH:7][C:6]2[C:11]([C:13]3[CH:18]=[CH:17][CH:16]=[CH:15][N:14]=3)=[CH:10][S:9][C:5]=2[CH:4]=1. The catalyst is O. The reactants are [CH3:1][O:2][C:3]1[CH:4]=[C:5]([S:9][CH2:10][C:11]([C:13]2[CH:18]=[CH:17][CH:16]=[CH:15][N:14]=2)=O)[CH:6]=[CH:7][CH:8]=1.[OH-].[Na+]. (2) The reactants are [Br:1][C:2]1[CH:3]=[C:4]([CH:7]=[O:8])[S:5][CH:6]=1.[O-:9]Cl=O.[Na+]. The catalyst is CC(O)(C)C.CC(=CC)C. The product is [Br:1][C:2]1[CH:3]=[C:4]([C:7]([OH:9])=[O:8])[S:5][CH:6]=1. The yield is 0.850. (3) The yield is 1.00. The reactants are [Br:1][C:2]1[CH:3]=[C:4]([NH:9][C:10](=[O:19])[C:11]2[CH:16]=[CH:15][C:14]([O:17]C)=[CH:13][CH:12]=2)[C:5]([Cl:8])=[N:6][CH:7]=1.B(Br)(Br)Br. The product is [Br:1][C:2]1[CH:3]=[C:4]([NH:9][C:10](=[O:19])[C:11]2[CH:16]=[CH:15][C:14]([OH:17])=[CH:13][CH:12]=2)[C:5]([Cl:8])=[N:6][CH:7]=1. The catalyst is ClCCl.C(OCC)(=O)C. (4) The reactants are [F:1][C:2]1[CH:28]=[C:27]([F:29])[CH:26]=[CH:25][C:3]=1[CH2:4][O:5][C:6]1[N:7]=[C:8]([CH3:24])[N:9]([CH2:13][C:14]2[CH:23]=[CH:22][C:17]([C:18]([O:20]C)=[O:19])=[CH:16][CH:15]=2)[C:10](=[O:12])[CH:11]=1.[OH-].[Na+].C(O)(=O)C. The catalyst is O1CCOCC1.O. The product is [F:1][C:2]1[CH:28]=[C:27]([F:29])[CH:26]=[CH:25][C:3]=1[CH2:4][O:5][C:6]1[N:7]=[C:8]([CH3:24])[N:9]([CH2:13][C:14]2[CH:23]=[CH:22][C:17]([C:18]([OH:20])=[O:19])=[CH:16][CH:15]=2)[C:10](=[O:12])[CH:11]=1. The yield is 0.780. (5) The reactants are [CH3:1][Mg+].[Br-].CON(C)[C:7]([C:9]1[C:14]([O:15][CH3:16])=[CH:13][C:12](=[O:17])[N:11]([C:18]2[CH:23]=[CH:22][CH:21]=[C:20]([C:24]([F:27])([F:26])[F:25])[CH:19]=2)[N:10]=1)=[O:8]. The catalyst is C1COCC1. The product is [C:7]([C:9]1[C:14]([O:15][CH3:16])=[CH:13][C:12](=[O:17])[N:11]([C:18]2[CH:23]=[CH:22][CH:21]=[C:20]([C:24]([F:26])([F:27])[F:25])[CH:19]=2)[N:10]=1)(=[O:8])[CH3:1]. The yield is 0.450. (6) The reactants are [CH2:1]([O:8][C:9](=[O:17])[NH:10][C@H:11]([CH3:16])[CH2:12][CH2:13][CH:14]=[CH2:15])[C:2]1[CH:7]=[CH:6][CH:5]=[CH:4][CH:3]=1.[H-].[Na+].[CH2:20](Br)[CH:21]=[CH2:22].Cl. The catalyst is CN(C=O)C.O. The product is [CH2:1]([O:8][C:9](=[O:17])[N:10]([CH2:22][CH:21]=[CH2:20])[C@H:11]([CH3:16])[CH2:12][CH2:13][CH:14]=[CH2:15])[C:2]1[CH:7]=[CH:6][CH:5]=[CH:4][CH:3]=1. The yield is 0.950. (7) The reactants are [CH2:1]([O:8][C:9]([NH:11][C:12]1[C:13]([C:23]([OH:25])=O)=[N:14][C:15]2[C:20]([CH:21]=1)=[CH:19][CH:18]=[C:17]([Br:22])[CH:16]=2)=[O:10])[C:2]1[CH:7]=[CH:6][CH:5]=[CH:4][CH:3]=1.[NH2:26][C:27]1[CH:28]=[N:29][CH:30]=[CH:31][C:32]=1[N:33]1[CH2:38][C@H:37]([CH3:39])[C@H:36]([NH:40][C:41](=[O:44])[O:42][CH3:43])[C@H:35]([NH:45][C:46](=[O:52])[O:47][C:48]([CH3:51])([CH3:50])[CH3:49])[CH2:34]1.CN(C(ON1N=NC2C=CC=NC1=2)=[N+](C)C)C.F[P-](F)(F)(F)(F)F.CCN(C(C)C)C(C)C. The catalyst is CN(C=O)C. The product is [CH2:1]([O:8][C:9]([NH:11][C:12]1[C:13]([C:23]([NH:26][C:27]2[CH:28]=[N:29][CH:30]=[CH:31][C:32]=2[N:33]2[CH2:38][C@H:37]([CH3:39])[C@H:36]([NH:40][C:41](=[O:44])[O:42][CH3:43])[C@H:35]([NH:45][C:46](=[O:52])[O:47][C:48]([CH3:51])([CH3:50])[CH3:49])[CH2:34]2)=[O:25])=[N:14][C:15]2[C:20]([CH:21]=1)=[CH:19][CH:18]=[C:17]([Br:22])[CH:16]=2)=[O:10])[C:2]1[CH:3]=[CH:4][CH:5]=[CH:6][CH:7]=1. The yield is 1.84.